Dataset: CYP2C19 inhibition data for predicting drug metabolism from PubChem BioAssay. Task: Regression/Classification. Given a drug SMILES string, predict its absorption, distribution, metabolism, or excretion properties. Task type varies by dataset: regression for continuous measurements (e.g., permeability, clearance, half-life) or binary classification for categorical outcomes (e.g., BBB penetration, CYP inhibition). Dataset: cyp2c19_veith. (1) The molecule is CC(=O)NS(=O)(=O)c1ccc(NC(=S)NC(=O)c2ccco2)cc1. The result is 0 (non-inhibitor). (2) The result is 0 (non-inhibitor). The compound is N#C/C(=C\c1ccc(O)c(O)c1)C(N)=O. (3) The molecule is O=C(c1cnc(N2CCN(c3ncccn3)CC2)c2ccccc12)N1CCN(c2ccccn2)CC1. The result is 1 (inhibitor). (4) The molecule is O=[N+]([O-])c1cccc(-c2nc(-c3cccs3)c(-c3cccs3)[nH]2)c1. The result is 1 (inhibitor). (5) The molecule is Cc1ccc(COc2coc(CO)cc2=O)cc1. The result is 1 (inhibitor). (6) The drug is c1ccc2c([C@@H]3CCN(CCN4CCOCC4)C3)c[nH]c2c1. The result is 0 (non-inhibitor).